The task is: Regression. Given a peptide amino acid sequence and an MHC pseudo amino acid sequence, predict their binding affinity value. This is MHC class II binding data.. This data is from Peptide-MHC class II binding affinity with 134,281 pairs from IEDB. (1) The binding affinity (normalized) is 0.405. The MHC is HLA-DPA10103-DPB10401 with pseudo-sequence HLA-DPA10103-DPB10401. The peptide sequence is NLEIDMIVDTISDFR. (2) The peptide sequence is IGEGKVTLRIRNVRF. The MHC is HLA-DPA10201-DPB11401 with pseudo-sequence HLA-DPA10201-DPB11401. The binding affinity (normalized) is 0.398. (3) The peptide sequence is RRVFHGVAKNPVVDG. The binding affinity (normalized) is 0.389. The MHC is HLA-DQA10501-DQB10302 with pseudo-sequence HLA-DQA10501-DQB10302. (4) The peptide sequence is GLKTRQEKWMTGRMG. The MHC is DRB3_0301 with pseudo-sequence DRB3_0301. The binding affinity (normalized) is 0.337. (5) The peptide sequence is SQDLELSWNNNGLQAY. The MHC is HLA-DQA10101-DQB10501 with pseudo-sequence HLA-DQA10101-DQB10501. The binding affinity (normalized) is 0.589. (6) The peptide sequence is NLWKMKTGRRGSANG. The MHC is HLA-DQA10303-DQB10402 with pseudo-sequence HLA-DQA10303-DQB10402. The binding affinity (normalized) is 0.546.